From a dataset of Forward reaction prediction with 1.9M reactions from USPTO patents (1976-2016). Predict the product of the given reaction. (1) Given the reactants [CH2:1]1[C:5]2([CH2:9][CH2:8][CH2:7][CH2:6]2)[CH:4]=[N:3][N:2]1[C:10]([NH:33][CH2:34][CH3:35])=[N:11][S:12]([C:15]1[CH:20]=[CH:19][C:18]([CH2:21][N:22]2C(=O)C3C(=CC=CC=3)C2=O)=[CH:17][CH:16]=1)(=[O:14])=[O:13].O.NN, predict the reaction product. The product is: [NH2:22][CH2:21][C:18]1[CH:17]=[CH:16][C:15]([S:12]([N:11]=[C:10]([N:2]2[N:3]=[CH:4][C:5]3([CH2:9][CH2:8][CH2:7][CH2:6]3)[CH2:1]2)[NH:33][CH2:34][CH3:35])(=[O:13])=[O:14])=[CH:20][CH:19]=1. (2) Given the reactants [NH2:1][C:2]1[C:3]2[C:10]([C:11]3[CH:16]=[CH:15][C:14]([O:17][C:18]4[CH:23]=[CH:22][CH:21]=[CH:20][CH:19]=4)=[CH:13][CH:12]=3)=[CH:9][NH:8][C:4]=2[N:5]=[CH:6][N:7]=1.[H-].[Na+].[O:26]1[CH2:30][CH2:29][C@@H:28](C2C=C(S([O-])(=O)=O)C(C)=CC=2)[CH2:27]1.C(OCC)(=O)C.C(N(CC)CC)C.CO, predict the reaction product. The product is: [NH2:1][C:2]1[C:3]2[C:10]([C:11]3[CH:12]=[CH:13][C:14]([O:17][C:18]4[CH:23]=[CH:22][CH:21]=[CH:20][CH:19]=4)=[CH:15][CH:16]=3)=[CH:9][N:8]([CH:28]3[CH2:29][CH2:30][O:26][CH2:27]3)[C:4]=2[N:5]=[CH:6][N:7]=1. (3) Given the reactants [NH:1]1[C:9]2[C:4](=[CH:5][C:6]([C:10]([O:12]C)=O)=[CH:7][CH:8]=2)[CH:3]=[CH:2]1.[OH-].[K+].[C:16]1([S:22](Cl)(=[O:24])=[O:23])[CH:21]=[CH:20][CH:19]=[CH:18][CH:17]=1, predict the reaction product. The product is: [C:16]1([S:22]([N:1]2[C:9]3[C:4](=[CH:5][C:6]([CH:10]=[O:12])=[CH:7][CH:8]=3)[CH:3]=[CH:2]2)(=[O:24])=[O:23])[CH:21]=[CH:20][CH:19]=[CH:18][CH:17]=1.